From a dataset of Peptide-MHC class I binding affinity with 185,985 pairs from IEDB/IMGT. Regression. Given a peptide amino acid sequence and an MHC pseudo amino acid sequence, predict their binding affinity value. This is MHC class I binding data. The peptide sequence is LLLVIKLALV. The MHC is HLA-A02:03 with pseudo-sequence HLA-A02:03. The binding affinity (normalized) is 0.572.